This data is from Catalyst prediction with 721,799 reactions and 888 catalyst types from USPTO. The task is: Predict which catalyst facilitates the given reaction. Reactant: ClC1C=CC=[C:4]([C:8](OO)=O)C=1.C(S[C:15]1[CH:20]=[C:19]([C:21]([F:24])([F:23])[F:22])[CH:18]=[CH:17][C:16]=1[C:25]1[N:38]([CH3:39])[C:28]2=[N:29][CH:30]=[C:31]([S:33][C:34]([F:37])([F:36])[F:35])[CH:32]=[C:27]2[N:26]=1)C.C(=O)([O-])O.[Na+].[S:45]([O-])([O-:48])(=[O:47])=S.[Na+].[Na+]. Product: [CH2:4]([CH:15]1[C:20](=[S:45](=[O:48])=[O:47])[C:19]([C:21]([F:23])([F:22])[F:24])=[CH:18][CH:17]=[C:16]1[C:25]1[N:38]([CH3:39])[C:28]2=[N:29][CH:30]=[C:31]([S:33][C:34]([F:35])([F:37])[F:36])[CH:32]=[C:27]2[N:26]=1)[CH3:8]. The catalyst class is: 22.